This data is from Reaction yield outcomes from USPTO patents with 853,638 reactions. The task is: Predict the reaction yield, written as a fraction of the theoretical maximum amount of product (1.0 means a 100% yield; for example, 0.34 means a 34% yield). (1) The reactants are Cl.[C:2]([C:6]1[N:11]=[CH:10][C:9]([NH:12][NH3+])=[CH:8][CH:7]=1)([CH3:5])([CH3:4])[CH3:3].Cl.O1CCOCC1.NN. The catalyst is CO.[Zn]. The product is [C:2]([C:6]1[N:11]=[CH:10][C:9]([NH2:12])=[CH:8][CH:7]=1)([CH3:5])([CH3:3])[CH3:4]. The yield is 0.890. (2) The catalyst is C1COCC1. The reactants are [F:1][C:2]1[CH:7]=[CH:6][C:5]([OH:8])=[CH:4][CH:3]=1.[C:9]1([CH:15](O)[CH2:16][CH2:17][N:18]2[CH2:23][CH2:22][N:21]([C:24]3[CH:29]=[CH:28][CH:27]=[CH:26][CH:25]=3)[CH2:20][CH2:19]2)[CH:14]=[CH:13][CH:12]=[CH:11][CH:10]=1.C1(P(C2C=CC=CC=2)C2C=CC=CC=2)C=CC=CC=1.N(C(OC(C)C)=O)=NC(OC(C)C)=O.CC(OC(/N=N/C(OC(C)C)=O)=O)C. The product is [F:1][C:2]1[CH:7]=[CH:6][C:5]([O:8][CH:15]([C:9]2[CH:14]=[CH:13][CH:12]=[CH:11][CH:10]=2)[CH2:16][CH2:17][N:18]2[CH2:23][CH2:22][N:21]([C:24]3[CH:29]=[CH:28][CH:27]=[CH:26][CH:25]=3)[CH2:20][CH2:19]2)=[CH:4][CH:3]=1. The yield is 0.290. (3) The reactants are [OH:1][C:2]1[CH:7]=[C:6]([OH:8])[CH:5]=[CH:4][C:3]=1[C:9](=O)[CH3:10].Cl.[NH2:13][OH:14].C1(C)C=CC=CC=1. The catalyst is N1C=CC=CC=1. The product is [OH:1][C:2]1[CH:7]=[C:6]([OH:8])[CH:5]=[CH:4][C:3]=1/[C:9](=[N:13]\[OH:14])/[CH3:10]. The yield is 0.980. (4) The reactants are [F:1][C:2]1[C:11]2[C:6](=[CH:7][CH:8]=[CH:9][CH:10]=2)[C:5]([C@H:12]([NH:14][CH2:15][CH2:16][CH2:17][C@@H:18]2[CH2:27][C:26]3[C:21](=[CH:22][CH:23]=[CH:24][CH:25]=3)[CH:20]([OH:28])[CH2:19]2)[CH3:13])=[CH:4][CH:3]=1.[CH3:29][C:30]([O:33][C:34](O[C:34]([O:33][C:30]([CH3:32])([CH3:31])[CH3:29])=[O:35])=[O:35])([CH3:32])[CH3:31].O. The catalyst is C(#N)C. The product is [C:30]([O:33][C:34](=[O:35])[N:14]([C@@H:12]([C:5]1[C:6]2[C:11](=[CH:10][CH:9]=[CH:8][CH:7]=2)[C:2]([F:1])=[CH:3][CH:4]=1)[CH3:13])[CH2:15][CH2:16][CH2:17][C@H:18]1[CH2:19][CH:20]([OH:28])[C:21]2[C:26](=[CH:25][CH:24]=[CH:23][CH:22]=2)[CH2:27]1)([CH3:32])([CH3:31])[CH3:29]. The yield is 0.880.